Dataset: Peptide-MHC class II binding affinity with 134,281 pairs from IEDB. Task: Regression. Given a peptide amino acid sequence and an MHC pseudo amino acid sequence, predict their binding affinity value. This is MHC class II binding data. (1) The peptide sequence is AYAQRVYQANRAAGS. The MHC is HLA-DPA10301-DPB10402 with pseudo-sequence HLA-DPA10301-DPB10402. The binding affinity (normalized) is 0.201. (2) The peptide sequence is EKKYFAATQFEPLAI. The MHC is HLA-DPA10103-DPB10401 with pseudo-sequence HLA-DPA10103-DPB10401. The binding affinity (normalized) is 0.943. (3) The peptide sequence is EKKYFAATQFESLAA. The MHC is DRB1_1001 with pseudo-sequence DRB1_1001. The binding affinity (normalized) is 0.803. (4) The peptide sequence is QTYVTQQLIRAAEIR. The MHC is DRB1_0701 with pseudo-sequence DRB1_0701. The binding affinity (normalized) is 0.322. (5) The peptide sequence is KEYTFPITLSSTSNP. The MHC is HLA-DQA10501-DQB10201 with pseudo-sequence HLA-DQA10501-DQB10201. The binding affinity (normalized) is 0.